From a dataset of Forward reaction prediction with 1.9M reactions from USPTO patents (1976-2016). Predict the product of the given reaction. (1) Given the reactants [NH2:1][CH2:2][CH2:3][N:4]1[CH2:9][CH2:8][O:7][C@H:6]([CH2:10][O:11][C:12]2[C:21]3[C:16](=[N:17][CH:18]=[CH:19][N:20]=3)[CH:15]=[C:14]([C:22]3[CH:30]=[CH:29][C:25]([N:26]([CH3:28])[CH3:27])=[CH:24][CH:23]=3)[N:13]=2)[CH2:5]1.CCN(CC)CC.[C:38](Cl)(=[O:40])[CH3:39], predict the reaction product. The product is: [CH3:28][N:26]([CH3:27])[C:25]1[CH:29]=[CH:30][C:22]([C:14]2[N:13]=[C:12]([O:11][CH2:10][C@@H:6]3[CH2:5][N:4]([CH2:3][CH2:2][NH:1][C:38](=[O:40])[CH3:39])[CH2:9][CH2:8][O:7]3)[C:21]3=[N:20][CH:19]=[CH:18][N:17]=[C:16]3[CH:15]=2)=[CH:23][CH:24]=1. (2) Given the reactants Br[C:2]1[CH:3]=[CH:4][C:5]2[O:10][CH2:9][CH2:8][N:7]([C:11]3[S:12][C:13]4[CH2:14]C(C)(C)N[C:17](=O)[C:18]=4[N:19]=3)[C:6]=2[CH:23]=1.[N:24]1[CH:29]=[C:28](B(O)O)[CH:27]=[N:26][CH:25]=1.[O-]P([O-])([O-])=O.[K+].[K+].[K+].[OH2:41], predict the reaction product. The product is: [CH3:5][C:6]1([CH3:23])[NH:7][C:14](=[O:41])[C:13]2[S:12][C:11]([N:7]3[C:6]4[CH:23]=[C:2]([C:28]5[CH:29]=[N:24][CH:25]=[N:26][CH:27]=5)[CH:3]=[CH:4][C:5]=4[O:10][CH2:9][CH2:8]3)=[N:19][C:18]=2[CH2:17]1. (3) Given the reactants [F:1][C:2]([F:17])([F:16])[CH2:3][O:4][C:5]1[CH:6]=[N:7][C:8]2[C:9](=O)[CH2:10][CH2:11][CH2:12][C:13]=2[CH:14]=1.Cl.[NH2:19][OH:20].C([O-])(=O)C.[Na+].O, predict the reaction product. The product is: [F:1][C:2]([F:17])([F:16])[CH2:3][O:4][C:5]1[CH:6]=[N:7][C:8]2[C:9](=[N:19][OH:20])[CH2:10][CH2:11][CH2:12][C:13]=2[CH:14]=1.